From a dataset of Full USPTO retrosynthesis dataset with 1.9M reactions from patents (1976-2016). Predict the reactants needed to synthesize the given product. (1) Given the product [N:14]1[CH:13]=[CH:12][N:10]2[C:9]=1[CH:8]=[CH:7][C:6]([C:4]1[CH:5]=[N:1][N:2]([C:16]([O:18][CH:19]([CH3:21])[CH3:20])=[O:17])[CH:3]=1)=[N:11]2, predict the reactants needed to synthesize it. The reactants are: [NH:1]1[CH:5]=[C:4]([C:6]2[CH:7]=[CH:8][C:9]3[N:10]([CH:12]=[CH:13][N:14]=3)[N:11]=2)[CH:3]=[N:2]1.Cl[C:16]([O:18][CH:19]([CH3:21])[CH3:20])=[O:17].C(N(CC)CC)C. (2) The reactants are: [CH2:1]([O:3][C:4]([C:6]1[C:14]2[C:9](=[CH:10][CH:11]=[C:12]([OH:15])[CH:13]=2)[N:8]([C:16]2[CH:21]=[CH:20][CH:19]=[CH:18][CH:17]=2)[C:7]=1[CH2:22][C:23]([O:25][CH2:26][CH3:27])=[O:24])=[O:5])[CH3:2].[Cl:28][C:29]1[CH:34]=[CH:33][C:32](B(O)O)=[CH:31][CH:30]=1. Given the product [CH2:1]([O:3][C:4]([C:6]1[C:14]2[C:9](=[CH:10][CH:11]=[C:12]([O:15][C:32]3[CH:33]=[CH:34][C:29]([Cl:28])=[CH:30][CH:31]=3)[CH:13]=2)[N:8]([C:16]2[CH:17]=[CH:18][CH:19]=[CH:20][CH:21]=2)[C:7]=1[CH2:22][C:23]([O:25][CH2:26][CH3:27])=[O:24])=[O:5])[CH3:2], predict the reactants needed to synthesize it. (3) Given the product [CH3:16][C:6]1[NH:7][C:8]2[C:9]([N:5]=1)=[N:10][C:11]([C:14]#[N:15])=[CH:12][CH:13]=2, predict the reactants needed to synthesize it. The reactants are: ClC1C=C(C2C=CC=CC=2)C=CC=1C[N:5]1[C:9]2=[N:10][C:11]([C:14]#[N:15])=[CH:12][CH:13]=[C:8]2[N:7]=[C:6]1[CH3:16].ClC1C=C(C2C=CC=CC=2)C=CC=1CN1C2C(=NC(C#N)=CC=2)N=C1C. (4) Given the product [C:36]([OH:43])(=[O:42])/[CH:37]=[CH:38]/[C:39]([OH:41])=[O:40].[F:24][C:25]1[CH:26]=[C:27]([CH:28]=[CH:29][C:30]=1[C:31]([F:32])([F:33])[F:34])[O:1][C@H:2]([C:18]1[CH:19]=[CH:20][CH:21]=[CH:22][CH:23]=1)[CH2:3][CH2:4][CH2:5][CH2:6][NH2:7], predict the reactants needed to synthesize it. The reactants are: [OH:1][C@@H:2]([C:18]1[CH:23]=[CH:22][CH:21]=[CH:20][CH:19]=1)[CH2:3][CH2:4][CH2:5][CH2:6][N:7]1C(=O)C2C(=CC=CC=2)C1=O.[F:24][C:25]1[CH:26]=[C:27](O)[CH:28]=[CH:29][C:30]=1[C:31]([F:34])([F:33])[F:32].[C:36]([OH:43])(=[O:42])/[CH:37]=[CH:38]/[C:39]([OH:41])=[O:40].C1([C@@H](OC2C=CC(C(F)(F)F)=CC=2)CCCCN)C=CC=CC=1. (5) Given the product [C:15]([C:2]1[CH:3]=[C:4]([CH:8]=[C:9]([C:11]([F:14])([F:13])[F:12])[CH:10]=1)[C:5]([OH:7])=[O:6])#[N:16], predict the reactants needed to synthesize it. The reactants are: Br[C:2]1[CH:3]=[C:4]([CH:8]=[C:9]([C:11]([F:14])([F:13])[F:12])[CH:10]=1)[C:5]([OH:7])=[O:6].[C:15]([Cu])#[N:16].CO.ClCCl. (6) Given the product [F:7][C:8]([F:62])([F:63])[C:9]([O:18][CH2:19][C:20]([CH2:32][O:33][C:34]([C:35]([F:36])([F:37])[F:38])([C:39]([F:40])([F:41])[F:42])[C:43]([F:44])([F:45])[F:46])([CH2:47][O:48][C:49]([C:50]([F:53])([F:52])[F:51])([C:54]([F:55])([F:56])[F:57])[C:58]([F:61])([F:60])[F:59])[CH2:21][O:22][CH2:23][CH2:24][CH2:25][OH:26])([C:10]([F:13])([F:12])[F:11])[C:14]([F:17])([F:16])[F:15], predict the reactants needed to synthesize it. The reactants are: [H-].[Al+3].[Li+].[H-].[H-].[H-].[F:7][C:8]([F:63])([F:62])[C:9]([O:18][CH2:19][C:20]([CH2:47][O:48][C:49]([C:58]([F:61])([F:60])[F:59])([C:54]([F:57])([F:56])[F:55])[C:50]([F:53])([F:52])[F:51])([CH2:32][O:33][C:34]([C:43]([F:46])([F:45])[F:44])([C:39]([F:42])([F:41])[F:40])[C:35]([F:38])([F:37])[F:36])[CH2:21][O:22][CH2:23][CH2:24][C:25](OC(C)(C)C)=[O:26])([C:14]([F:17])([F:16])[F:15])[C:10]([F:13])([F:12])[F:11]. (7) The reactants are: [Br:1][C:2]1[C:3](Cl)=[C:4]2[C:10]([C:11]3[CH:16]=[CH:15][CH:14]=[CH:13][C:12]=3[CH2:17][CH2:18][OH:19])=[CH:9][N:8](COCC[Si](C)(C)C)[C:5]2=[N:6][CH:7]=1.[H-].[Na+]. Given the product [Br:1][C:2]1[CH:7]=[N:6][C:5]2[NH:8][CH:9]=[C:10]3[C:11]4[CH:16]=[CH:15][CH:14]=[CH:13][CH2:12][CH2:17][C:18]=4[O:19][C:3]=1[C:4]=23, predict the reactants needed to synthesize it. (8) The reactants are: [Br:1][C:2]1[CH:3]=[C:4]([S:9]([NH:12][C:13]2[C:18]([OH:19])=[CH:17][C:16](C(C)C)=[CH:15][N:14]=2)(=[O:11])=[O:10])[CH:5]=[N:6][C:7]=1[Cl:8].NC1C(OC)=CC=CN=1.COC1C(N)=NC=C(C(C)C)C=1. Given the product [Br:1][C:2]1[CH:3]=[C:4]([S:9]([NH:12][C:13]2[C:18]([OH:19])=[CH:17][CH:16]=[CH:15][N:14]=2)(=[O:11])=[O:10])[CH:5]=[N:6][C:7]=1[Cl:8], predict the reactants needed to synthesize it. (9) Given the product [CH2:21]([O:20][Si:19]([O:26][CH2:27][CH3:28])([O:23][CH2:24][CH3:25])[CH2:18][CH2:17][CH2:16][S:15][CH:2]([CH3:1])[CH2:3][C:4]([CH:6]1[C:11]([CH3:13])([CH3:12])[CH2:10][CH2:9][CH:8]=[C:7]1[CH3:14])=[O:5])[CH3:22], predict the reactants needed to synthesize it. The reactants are: [CH3:1]/[CH:2]=[CH:3]/[C:4]([CH:6]1[C:11]([CH3:13])([CH3:12])[CH2:10][CH2:9][CH:8]=[C:7]1[CH3:14])=[O:5].[SH:15][CH2:16][CH2:17][CH2:18][Si:19]([O:26][CH2:27][CH3:28])([O:23][CH2:24][CH3:25])[O:20][CH2:21][CH3:22].C1CCN2C(=NCCC2)CC1.Cl. (10) Given the product [CH3:1][O:2][C:3]1[CH:4]=[C:5]2[C:10](=[CH:11][C:12]=1[O:13][CH2:14][CH2:15][CH2:16][N:17]1[CH2:22][CH2:21][O:20][CH2:19][CH2:18]1)[N:9]=[CH:8][N:7]=[C:6]2[O:23][C:24]1[CH:25]=[C:26]2[C:31](=[CH:32][CH:33]=1)[NH:30][CH2:29][CH2:28][CH2:27]2, predict the reactants needed to synthesize it. The reactants are: [CH3:1][O:2][C:3]1[CH:4]=[C:5]2[C:10](=[CH:11][C:12]=1[O:13][CH2:14][CH2:15][CH2:16][N:17]1[CH2:22][CH2:21][O:20][CH2:19][CH2:18]1)[N:9]=[CH:8][N:7]=[C:6]2[O:23][C:24]1[CH:25]=[C:26]2[C:31](=[CH:32][CH:33]=1)[N:30](C(OC(C)(C)C)=O)[CH2:29][CH2:28][CH2:27]2.C(O)(C(F)(F)F)=O.